This data is from Full USPTO retrosynthesis dataset with 1.9M reactions from patents (1976-2016). The task is: Predict the reactants needed to synthesize the given product. Given the product [CH2:4]([NH:11][CH2:12][CH2:13][C:14]1[N:18]([C@@H:19]2[CH2:28][C:27]3[C:22](=[C:23]([F:30])[CH:24]=[C:25]([F:29])[CH:26]=3)[O:21][CH2:20]2)[C:17](=[S:31])[NH:16][CH:15]=1)[C:5]1[CH:10]=[CH:9][CH:8]=[CH:7][CH:6]=1, predict the reactants needed to synthesize it. The reactants are: CO.Cl.[CH2:4]([NH:11][CH2:12][CH2:13][C:14]1[N:18]([C@@H:19]2[CH2:28][C:27]3[C:22](=[C:23]([F:30])[CH:24]=[C:25]([F:29])[CH:26]=3)[O:21][CH2:20]2)[C:17](=[S:31])[NH:16][CH:15]=1)[C:5]1[CH:10]=[CH:9][CH:8]=[CH:7][CH:6]=1.[OH-].[Na+].